Dataset: Full USPTO retrosynthesis dataset with 1.9M reactions from patents (1976-2016). Task: Predict the reactants needed to synthesize the given product. (1) The reactants are: [F:1][C:2]1[CH:17]=[CH:16][C:5]([O:6][C:7]2[CH:8]=[N:9][C:10]([C:13](=O)[CH3:14])=[N:11][CH:12]=2)=[CH:4][CH:3]=1.[BH3-]C#[N:20].[Na+]. Given the product [F:1][C:2]1[CH:17]=[CH:16][C:5]([O:6][C:7]2[CH:8]=[N:9][C:10]([CH:13]([NH2:20])[CH3:14])=[N:11][CH:12]=2)=[CH:4][CH:3]=1, predict the reactants needed to synthesize it. (2) Given the product [CH3:15][O:16][C:17]1[CH:18]=[C:19]([C@H:23]([NH:25][C:12]([C:10]2[S:11][C:7]([C:4]3[CH:3]=[CH:2][N:1]=[CH:6][CH:5]=3)=[CH:8][CH:9]=2)=[O:14])[CH3:24])[CH:20]=[CH:21][CH:22]=1, predict the reactants needed to synthesize it. The reactants are: [N:1]1[CH:6]=[CH:5][C:4]([C:7]2[S:11][C:10]([C:12]([OH:14])=O)=[CH:9][CH:8]=2)=[CH:3][CH:2]=1.[CH3:15][O:16][C:17]1[CH:18]=[C:19]([C@H:23]([NH2:25])[CH3:24])[CH:20]=[CH:21][CH:22]=1. (3) The reactants are: [C:1]([NH2:9])(=[O:8])[C:2]1[CH:7]=[CH:6][CH:5]=[CH:4][CH:3]=1.C[Si](Cl)(C)C.[F:15][C:16]1[CH:23]=[CH:22][C:19]([CH:20]=O)=[CH:18][CH:17]=1.[C:24]1([CH3:33])[CH:29]=[CH:28][C:27]([S:30]([OH:32])=[O:31])=[CH:26][CH:25]=1. Given the product [F:15][C:16]1[CH:23]=[CH:22][C:19]([CH:20]([S:30]([C:27]2[CH:28]=[CH:29][C:24]([CH3:33])=[CH:25][CH:26]=2)(=[O:32])=[O:31])[NH:9][C:1](=[O:8])[C:2]2[CH:7]=[CH:6][CH:5]=[CH:4][CH:3]=2)=[CH:18][CH:17]=1, predict the reactants needed to synthesize it. (4) The reactants are: Br[CH2:2][CH2:3][CH2:4][CH2:5][CH2:6][CH2:7][C:8]1[C:14]2[CH:15]=[CH:16][C:17]([OH:20])=[C:18]([Cl:19])[C:13]=2[CH2:12][CH2:11][CH2:10][C:9]=1[C:21]1[CH:26]=[CH:25][CH:24]=[CH:23][CH:22]=1.[CH3:27][NH:28][CH2:29][CH2:30][CH2:31][S:32]([CH2:35][CH2:36][CH2:37][C:38]([F:44])([F:43])[C:39]([F:42])([F:41])[F:40])(=[O:34])=[O:33]. Given the product [Cl:19][C:18]1[C:13]2[CH2:12][CH2:11][CH2:10][C:9]([C:21]3[CH:22]=[CH:23][CH:24]=[CH:25][CH:26]=3)=[C:8]([CH2:7][CH2:6][CH2:5][CH2:4][CH2:3][CH2:2][N:28]([CH3:27])[CH2:29][CH2:30][CH2:31][S:32]([CH2:35][CH2:36][CH2:37][C:38]([F:44])([F:43])[C:39]([F:40])([F:41])[F:42])(=[O:33])=[O:34])[C:14]=2[CH:15]=[CH:16][C:17]=1[OH:20], predict the reactants needed to synthesize it. (5) The reactants are: [NH2:1][C:2]1[CH:7]=[CH:6][C:5]([C:8]([CH3:12])([CH3:11])[C:9]#[N:10])=[C:4]([C:13]2[CH:17]=[CH:16][S:15][CH:14]=2)[CH:3]=1.[CH3:18][O:19][C:20]1[CH:21]=[C:22]([CH:26]=[CH:27][C:28]=1[O:29][CH3:30])[C:23](Cl)=[O:24].C(N(CC)CC)C. Given the product [C:9]([C:8]([CH3:11])([CH3:12])[C:5]1[CH:6]=[CH:7][C:2]([NH:1][C:23](=[O:24])[C:22]2[CH:26]=[CH:27][C:28]([O:29][CH3:30])=[C:20]([O:19][CH3:18])[CH:21]=2)=[CH:3][C:4]=1[C:13]1[CH:17]=[CH:16][S:15][CH:14]=1)#[N:10], predict the reactants needed to synthesize it. (6) The reactants are: [CH2:1]([O:3][C:4](=[O:28])[CH2:5][O:6][C:7]1[CH:12]=[CH:11][C:10]([S:13][C:14]2[CH:19]=[C:18]([O:20][CH:21]3CCCC3)[CH:17]=[C:16](Br)[CH:15]=2)=[CH:9][C:8]=1[CH3:27])[CH3:2].[CH2:29]([N:32]1[CH2:37][CH2:36][O:35][CH2:34][CH2:33]1)[C:30]#[CH:31].C(OC(=O)CO[C:44]1[CH:49]=[CH:48]C(S[C:44]2[CH:49]=[C:48](C#C[C:44]3[CH:49]=[CH:48]C(CO)=[CH:46][CH:45]=3)C=[C:46](OCC[C:44]3[CH:49]=[CH:48]C(Cl)=[CH:46][CH:45]=3)[CH:45]=2)=[CH:46][C:45]=1C)C. Given the product [CH2:1]([O:3][C:4](=[O:28])[CH2:5][O:6][C:7]1[CH:12]=[CH:11][C:10]([S:13][C:14]2[CH:15]=[C:16]([C:31]#[C:30][CH2:29][N:32]3[CH2:37][CH2:36][O:35][CH2:34][CH2:33]3)[CH:17]=[C:18]([O:20][CH2:21][CH:44]([CH2:49][CH3:48])[CH2:45][CH3:46])[CH:19]=2)=[CH:9][C:8]=1[CH3:27])[CH3:2], predict the reactants needed to synthesize it.